This data is from Full USPTO retrosynthesis dataset with 1.9M reactions from patents (1976-2016). The task is: Predict the reactants needed to synthesize the given product. (1) Given the product [Cl:1][C:2]1[C:7]([CH3:8])=[CH:6][CH:5]=[C:4]([Cl:9])[C:3]=1[O:10][C:11](=[O:13])[CH3:12], predict the reactants needed to synthesize it. The reactants are: [Cl:1][C:2]1[C:7]([CH3:8])=[CH:6][CH:5]=[C:4]([Cl:9])[C:3]=1[OH:10].[C:11](OC(=O)C)(=[O:13])[CH3:12]. (2) Given the product [CH2:1]([C@@H:8]([C:9](=[O:11])[NH:33][C:31]1[NH:30][N:29]=[C:28]([C:24]2[CH:25]=[CH:26][CH:27]=[C:22]([C:21]([F:35])([F:34])[F:20])[CH:23]=2)[CH:32]=1)[CH2:12][C:13]([OH:15])=[O:14])[C:2]1[CH:3]=[CH:4][CH:5]=[CH:6][CH:7]=1, predict the reactants needed to synthesize it. The reactants are: [CH2:1]([C@H:8]([CH2:12][C:13]([O:15]C(C)(C)C)=[O:14])[C:9]([OH:11])=O)[C:2]1[CH:7]=[CH:6][CH:5]=[CH:4][CH:3]=1.[F:20][C:21]([F:35])([F:34])[C:22]1[CH:23]=[C:24]([C:28]2[CH:32]=[C:31]([NH2:33])[NH:30][N:29]=2)[CH:25]=[CH:26][CH:27]=1. (3) Given the product [Br:1][C:2]1[C:3]([C:12]2[CH:17]=[CH:16][C:15]([F:18])=[CH:14][CH:13]=2)=[N:4][N:5]2[C:10]([NH:30][CH:25]3[CH2:29][CH2:28][CH2:27][CH2:26]3)=[CH:9][CH:8]=[CH:7][C:6]=12, predict the reactants needed to synthesize it. The reactants are: [Br:1][C:2]1[C:3]([C:12]2[CH:17]=[CH:16][C:15]([F:18])=[CH:14][CH:13]=2)=[N:4][N:5]2[C:10](Cl)=[CH:9][CH:8]=[CH:7][C:6]=12.C(=O)([O-])[O-].[Cs+].[Cs+].[CH:25]1([NH2:30])[CH2:29][CH2:28][CH2:27][CH2:26]1.CCOCC. (4) Given the product [Br:16][C:13]1[C:14]([CH3:15])=[C:9]([C:8]2[NH:28][C:26](=[O:27])[C:25]3[C:24](=[CH:32][CH:31]=[CH:30][CH:29]=3)[N:23]=2)[C:10]([OH:21])=[C:11]([C:17]([CH3:18])([CH3:19])[CH3:20])[CH:12]=1, predict the reactants needed to synthesize it. The reactants are: C1(O[C:8](=O)[C:9]2[C:14]([CH3:15])=[C:13]([Br:16])[CH:12]=[C:11]([C:17]([CH3:20])([CH3:19])[CH3:18])[C:10]=2[OH:21])C=CC=CC=1.[NH2:23][C:24]1[CH:32]=[CH:31][CH:30]=[CH:29][C:25]=1[C:26]([NH2:28])=[O:27]. (5) Given the product [F:20][C:14]([F:21])([C:5]1[CH:6]=[CH:7][C:2]([F:1])=[CH:3][C:4]=1[C:9]([F:12])([F:11])[F:10])[C:15]([O:17][CH2:18][CH3:19])=[O:16], predict the reactants needed to synthesize it. The reactants are: [F:1][C:2]1[CH:7]=[CH:6][C:5](I)=[C:4]([C:9]([F:12])([F:11])[F:10])[CH:3]=1.Br[C:14]([F:21])([F:20])[C:15]([O:17][CH2:18][CH3:19])=[O:16].[Cl-].[NH4+]. (6) Given the product [C:8]([C:10]1[C:23]([N+:24]([O-:26])=[O:25])=[CH:22][CH:21]=[CH:20][C:11]=1[O:12][CH2:13][C@H:14]1[CH2:19][CH2:18][CH2:17][CH2:16][N:15]1[C:42]([NH:41][CH2:40][C:37]1[CH:38]=[CH:39][N:34]=[CH:35][CH:36]=1)=[O:43])#[N:9], predict the reactants needed to synthesize it. The reactants are: FC(F)(F)C([O-])=O.[C:8]([C:10]1[C:23]([N+:24]([O-:26])=[O:25])=[CH:22][CH:21]=[CH:20][C:11]=1[O:12][CH2:13][C@H:14]1[CH2:19][CH2:18][CH2:17][CH2:16][NH2+:15]1)#[N:9].C(N(CC)CC)C.[N:34]1[CH:39]=[CH:38][C:37]([CH2:40][NH:41][C:42](=O)[O:43]C2C=CC([N+]([O-])=O)=CC=2)=[CH:36][CH:35]=1.O. (7) Given the product [C:1]([NH:7][C:8]1[N:9]=[C:10]([N:24]2[CH2:29][CH2:28][O:27][CH2:26][CH2:25]2)[C:11]2[CH:17]=[C:16]([Br:18])[CH:15]=[N:14][C:12]=2[N:13]=1)(=[O:6])[C:2]([CH3:3])([CH3:4])[CH3:5], predict the reactants needed to synthesize it. The reactants are: [C:1]([NH:7][C:8]1[N:9]=[C:10](C2N=CNN=2)[C:11]2[CH:17]=[C:16]([Br:18])[CH:15]=[N:14][C:12]=2[N:13]=1)(=[O:6])[C:2]([CH3:5])([CH3:4])[CH3:3].[NH:24]1[CH2:29][CH2:28][O:27][CH2:26][CH2:25]1.O.